Dataset: Reaction yield outcomes from USPTO patents with 853,638 reactions. Task: Predict the reaction yield, written as a fraction of the theoretical maximum amount of product (1.0 means a 100% yield; for example, 0.34 means a 34% yield). (1) The reactants are [C:1]([C:3]1[CH:8]=[CH:7][CH:6]=[CH:5][C:4]=1[CH:9]1[CH2:11][CH:10]1[C:12](N(OC)C)=[O:13])#[N:2].[H-].[H-].[H-].[H-].[Li+].[Al+3]. The catalyst is C1COCC1. The product is [CH:12]([CH:10]1[CH2:11][CH:9]1[C:4]1[CH:5]=[CH:6][CH:7]=[CH:8][C:3]=1[C:1]#[N:2])=[O:13]. The yield is 0.726. (2) The reactants are [CH:1]1([N:7]2[C:12](=[O:13])[CH2:11][C:10](=[O:14])[N:9]([C:15]([CH3:19])([CH3:18])[CH2:16][CH3:17])[C:8]2=[O:20])[CH2:6][CH2:5][CH2:4][CH2:3][CH2:2]1.C(N(C(C)C)CC)(C)C.[N:30]([CH2:33][C:34]([O:36]CC)=[O:35])=[C:31]=[O:32]. The catalyst is ClCCl. The product is [CH:1]1([N:7]2[C:12]([OH:13])=[C:11]([C:31]([NH:30][CH2:33][C:34]([OH:36])=[O:35])=[O:32])[C:10](=[O:14])[N:9]([C:15]([CH3:19])([CH3:18])[CH2:16][CH3:17])[C:8]2=[O:20])[CH2:2][CH2:3][CH2:4][CH2:5][CH2:6]1. The yield is 0.370. (3) The reactants are [C:1]([C:3]([C:9]#[N:10])=[C:4]([C:7]#[N:8])[C:5]#[N:6])#N.[CH2:11]([N:15]([CH2:31][CH2:32][CH2:33][CH3:34])[C:16]1[CH:21]=[CH:20][C:19]([CH:22]=[CH:23][C:24]2[S:25]C=[CH:27][CH:28]=2)=[C:18]([O:29][CH3:30])[CH:17]=1)[CH2:12][CH2:13][CH3:14]. The catalyst is CN(C)C=O. The product is [C:5]([C:4](=[C:3]([C:1]1[S:25][C:24]([CH:23]=[CH:22][C:19]2[CH:20]=[CH:21][C:16]([N:15]([CH2:31][CH2:32][CH2:33][CH3:34])[CH2:11][CH2:12][CH2:13][CH3:14])=[CH:17][C:18]=2[O:29][CH3:30])=[CH:28][CH:27]=1)[C:9]#[N:10])[C:7]#[N:8])#[N:6]. The yield is 0.418. (4) The reactants are [OH:1][C@@H:2]([C@H:4]1[CH2:8][N:7]([C@H:9]([C:11]2[CH:16]=[CH:15][C:14]([O:17][CH3:18])=[CH:13][CH:12]=2)[CH3:10])[C:6](=[O:19])[CH2:5]1)[CH3:3].[C:20]([N:24]1[CH:28]=[C:27]([C:29]2[N:34]=[C:33](Cl)[C:32]3=[CH:36][N:37]([CH3:39])[N:38]=[C:31]3[CH:30]=2)[CH:26]=[N:25]1)([CH3:23])([CH3:22])[CH3:21].[H-].[Na+].Cl. The catalyst is O1CCOCC1.C(OC(C)C)(=O)C.O. The product is [C:20]([N:24]1[CH:28]=[C:27]([C:29]2[N:34]=[C:33]([O:1][C@@H:2]([C@H:4]3[CH2:8][N:7]([C@H:9]([C:11]4[CH:12]=[CH:13][C:14]([O:17][CH3:18])=[CH:15][CH:16]=4)[CH3:10])[C:6](=[O:19])[CH2:5]3)[CH3:3])[C:32]3=[CH:36][N:37]([CH3:39])[N:38]=[C:31]3[CH:30]=2)[CH:26]=[N:25]1)([CH3:23])([CH3:22])[CH3:21]. The yield is 0.550.